From a dataset of Catalyst prediction with 721,799 reactions and 888 catalyst types from USPTO. Predict which catalyst facilitates the given reaction. Reactant: Cl.[CH:2]1([C:7]2[CH:11]=[C:10]([NH:12][C:13]3[C:14]4[CH2:30][CH2:29][CH2:28][C:15]=4[N:16]=[C:17]([N:19]4[CH2:23][C@H:22]([OH:24])[CH2:21][C@H:20]4[C:25]([OH:27])=O)[N:18]=3)[NH:9][N:8]=2)[CH2:6][CH2:5][CH2:4][CH2:3]1.[Cl-].[CH3:32][NH2+:33][CH3:34].CCN=C=NCCCN(C)C.Cl.C1C=CC2N(O)N=NC=2C=1.CCN(C(C)C)C(C)C. Product: [CH:2]1([C:7]2[NH:8][N:9]=[C:10]([NH:12][C:13]3[C:14]4[CH2:30][CH2:29][CH2:28][C:15]=4[N:16]=[C:17]([N:19]4[CH2:23][C@H:22]([OH:24])[CH2:21][C@H:20]4[C:25]([N:33]([CH3:34])[CH3:32])=[O:27])[N:18]=3)[CH:11]=2)[CH2:6][CH2:5][CH2:4][CH2:3]1. The catalyst class is: 18.